From a dataset of Forward reaction prediction with 1.9M reactions from USPTO patents (1976-2016). Predict the product of the given reaction. (1) Given the reactants [H-].[H-].[H-].[H-].[Li+].[Al+3].[N:7]1[CH:12]=[CH:11][C:10]([C:13]2[CH:21]=[CH:20][C:16]([C:17](O)=[O:18])=[CH:15][CH:14]=2)=[CH:9][CH:8]=1.O.[OH-].[K+], predict the reaction product. The product is: [N:7]1[CH:12]=[CH:11][C:10]([C:13]2[CH:21]=[CH:20][C:16]([CH2:17][OH:18])=[CH:15][CH:14]=2)=[CH:9][CH:8]=1. (2) The product is: [CH3:21][O:22][C:23](=[O:30])[CH2:24][C@H:25]([CH2:28][F:29])[CH2:26][N:36]([CH2:37][C:38]1[CH:39]=[CH:40][CH:41]=[CH:42][CH:43]=1)[CH2:35][C:34]([O:33][CH2:31][CH3:32])=[O:44]. Given the reactants B(O)(O)[C@H]1N(C([C@@H](N)C(C)C)=O)CCC1.CS(O)(=O)=O.[CH3:21][O:22][C:23](=[O:30])[CH2:24][C@H:25]([CH2:28][F:29])[CH2:26]Br.[CH2:31]([O:33][C:34](=[O:44])[CH2:35][NH:36][CH2:37][C:38]1[CH:43]=[CH:42][CH:41]=[CH:40][CH:39]=1)[CH3:32], predict the reaction product.